The task is: Predict which catalyst facilitates the given reaction.. This data is from Catalyst prediction with 721,799 reactions and 888 catalyst types from USPTO. (1) Reactant: [F:1][C:2]1[C:7]([F:8])=[C:6]([N+:9]([O-])=O)[CH:5]=[CH:4][C:3]=1[O:12][CH3:13].Cl[Sn]Cl.Cl.C(OCC)(=O)C. Product: [F:8][C:7]1[C:2]([F:1])=[C:3]([O:12][CH3:13])[CH:4]=[CH:5][C:6]=1[NH2:9]. The catalyst class is: 88. (2) Product: [Si:33]([O:32][CH2:31][C:30](=[CH2:29])[CH2:40][C:4]1([C:7]([O:9][CH3:10])=[O:8])[CH2:3][CH2:2][N:1]([C:11]([O:13][C:14]([CH3:17])([CH3:16])[CH3:15])=[O:12])[CH2:6][CH2:5]1)([C:36]([CH3:37])([CH3:38])[CH3:39])([CH3:34])[CH3:35]. The catalyst class is: 1. Reactant: [N:1]1([C:11]([O:13][C:14]([CH3:17])([CH3:16])[CH3:15])=[O:12])[CH2:6][CH2:5][CH:4]([C:7]([O:9][CH3:10])=[O:8])[CH2:3][CH2:2]1.C[Si]([N-][Si](C)(C)C)(C)C.[Li+].Br[CH2:29][C:30](=[CH2:40])[CH2:31][O:32][Si:33]([C:36]([CH3:39])([CH3:38])[CH3:37])([CH3:35])[CH3:34]. (3) Reactant: [NH2:1][C:2]1[C:10]2[N:9]=[CH:8][N:7]([C:11]([O:13][C:14]([CH3:17])([CH3:16])[CH3:15])=[O:12])[C:6]=2[CH:5]=[CH:4][CH:3]=1.C(N(C(C)C)CC)(C)C.Cl[C:28](OC1C=CC([N+]([O-])=O)=CC=1)=[O:29].[C:40]1([C:46]2([C:56]3[CH:61]=[CH:60][CH:59]=[CH:58][CH:57]=3)[CH:50]3[CH2:51][NH:52][CH2:53][CH2:54][N:49]3[C:48](=[O:55])[O:47]2)[CH:45]=[CH:44][CH:43]=[CH:42][CH:41]=1. Product: [O:55]=[C:48]1[N:49]2[CH2:54][CH2:53][N:52]([C:28]([NH:1][C:2]3[C:10]4[N:9]=[CH:8][N:7]([C:11]([O:13][C:14]([CH3:17])([CH3:16])[CH3:15])=[O:12])[C:6]=4[CH:5]=[CH:4][CH:3]=3)=[O:29])[CH2:51][CH:50]2[C:46]([C:40]2[CH:45]=[CH:44][CH:43]=[CH:42][CH:41]=2)([C:56]2[CH:57]=[CH:58][CH:59]=[CH:60][CH:61]=2)[O:47]1. The catalyst class is: 54. (4) Reactant: [C:1]1([CH:7]([C:29]2[CH:34]=[CH:33][CH:32]=[CH:31][CH:30]=2)[N:8]2[C:16]3[C:11](=[CH:12][C:13]([CH3:17])=[CH:14][CH:15]=3)[CH:10]([C:18]3[C:26]([OH:27])=[CH:25][C:21]4[O:22][CH2:23][O:24][C:20]=4[CH:19]=3)[C:9]2=[O:28])[CH:6]=[CH:5][CH:4]=[CH:3][CH:2]=1.[CH2:35]=[O:36].C(NC(C)C)(C)C. Product: [C:29]1([CH:7]([C:1]2[CH:2]=[CH:3][CH:4]=[CH:5][CH:6]=2)[N:8]2[C:16]3[C:11](=[CH:12][C:13]([CH3:17])=[CH:14][CH:15]=3)[C:10]([C:18]3[C:26]([OH:27])=[CH:25][C:21]4[O:22][CH2:23][O:24][C:20]=4[CH:19]=3)([CH2:35][OH:36])[C:9]2=[O:28])[CH:30]=[CH:31][CH:32]=[CH:33][CH:34]=1. The catalyst class is: 4.